From a dataset of Catalyst prediction with 721,799 reactions and 888 catalyst types from USPTO. Predict which catalyst facilitates the given reaction. (1) Reactant: [CH3:1][C@:2]([NH:26]C(=O)OC(C)(C)C)([C:5]([NH:7][C:8]1[CH:9]=[N:10][C:11]([O:14][C:15]2[CH:24]=[CH:23][CH:22]=[C:21]3[C:16]=2[CH:17]([CH3:25])[CH2:18][CH2:19][O:20]3)=[N:12][CH:13]=1)=[O:6])[CH2:3][CH3:4].C(O)(C(F)(F)F)=O. Product: [CH3:25][CH:17]1[C:16]2[C:21](=[CH:22][CH:23]=[CH:24][C:15]=2[O:14][C:11]2[N:12]=[CH:13][C:8]([NH:7][C:5](=[O:6])[C@:2]([CH3:1])([CH2:3][CH3:4])[NH2:26])=[CH:9][N:10]=2)[O:20][CH2:19][CH2:18]1. The catalyst class is: 4. (2) Reactant: Cl.[NH2:2][C@H:3]([CH2:33][C:34]1[CH:39]=[CH:38][CH:37]=[CH:36][CH:35]=1)[C:4]([N:6]1[CH2:11][CH2:10][CH:9]([N:12]2[N:21]=[C:20]([C:22]3[CH:27]=[CH:26][C:25]([O:28][CH3:29])=[C:24]([O:30][CH3:31])[CH:23]=3)[C@@H:19]3[C@@H:14]([CH2:15][CH2:16][CH2:17][CH2:18]3)[C:13]2=[O:32])[CH2:8][CH2:7]1)=[O:5].[CH:40]1([CH2:43][O:44][C:45]2[CH:50]=[C:49]([F:51])[C:48]([O:52][CH3:53])=[CH:47][C:46]=2[C:54]2[C:55]3[NH:62][CH:61]=[C:60]([C:63](O)=[O:64])[C:56]=3[N:57]=[CH:58][N:59]=2)[CH2:42][CH2:41]1.CN(C(ON1N=NC2C=CC=NC1=2)=[N+](C)C)C.F[P-](F)(F)(F)(F)F.CCN(C(C)C)C(C)C.C(=O)(O)[O-].[Na+]. Product: [CH:40]1([CH2:43][O:44][C:45]2[CH:50]=[C:49]([F:51])[C:48]([O:52][CH3:53])=[CH:47][C:46]=2[C:54]2[C:55]3[NH:62][CH:61]=[C:60]([C:63]([NH:2][C@H:3]([CH2:33][C:34]4[CH:35]=[CH:36][CH:37]=[CH:38][CH:39]=4)[C:4]([N:6]4[CH2:7][CH2:8][CH:9]([N:12]5[N:21]=[C:20]([C:22]6[CH:27]=[CH:26][C:25]([O:28][CH3:29])=[C:24]([O:30][CH3:31])[CH:23]=6)[C@@H:19]6[C@@H:14]([CH2:15][CH2:16][CH2:17][CH2:18]6)[C:13]5=[O:32])[CH2:10][CH2:11]4)=[O:5])=[O:64])[C:56]=3[N:57]=[CH:58][N:59]=2)[CH2:42][CH2:41]1. The catalyst class is: 2. (3) Reactant: S(O[CH2:6][CH2:7][CH2:8][CH2:9][CH:10]1[C:18]2[C:13](=[CH:14][CH:15]=[CH:16][CH:17]=2)[NH:12][C:11]1=[O:19])(C)(=O)=O.[N:20]1[CH:25]=[CH:24][CH:23]=[CH:22][C:21]=1[N:26]1[CH2:31][CH2:30][NH:29][CH2:28][CH2:27]1. Product: [N:20]1[CH:25]=[CH:24][CH:23]=[CH:22][C:21]=1[N:26]1[CH2:27][CH2:28][N:29]([CH2:6][CH2:7][CH2:8][CH2:9][CH:10]2[C:18]3[C:13](=[CH:14][CH:15]=[CH:16][CH:17]=3)[NH:12][C:11]2=[O:19])[CH2:30][CH2:31]1. The catalyst class is: 195. (4) Reactant: [CH:1]1([NH:6][C:7]2[N:12]=[C:11]([C:13]3[C:14]([C:28]4[CH:33]=[CH:32][C:31]([O:34][CH3:35])=[CH:30][CH:29]=4)=[N:15][N:16]4[C:21]([NH:22][CH2:23][CH2:24][CH2:25][CH2:26][NH2:27])=[CH:20][CH:19]=[CH:18][C:17]=34)[CH:10]=[CH:9][N:8]=2)[CH2:5][CH2:4][CH2:3][CH2:2]1.C(N(CC)CC)C.C1C(=O)N([O:50][C:51]([CH2:53][CH2:54][CH2:55][CH2:56][C@@H:57]2[S:61][CH2:60][C@@H:59]3[NH:62][C:63]([NH:65][C@H:58]23)=[O:64])=O)C(=O)C1.O. Product: [O:64]=[C:63]1[NH:62][C@H:59]2[CH2:60][S:61][C@@H:57]([CH2:56][CH2:55][CH2:54][CH2:53][C:51]([NH:27][CH2:26][CH2:25][CH2:24][CH2:23][NH:22][C:21]3[N:16]4[N:15]=[C:14]([C:28]5[CH:29]=[CH:30][C:31]([O:34][CH3:35])=[CH:32][CH:33]=5)[C:13]([C:11]5[CH:10]=[CH:9][N:8]=[C:7]([NH:6][CH:1]6[CH2:2][CH2:3][CH2:4][CH2:5]6)[N:12]=5)=[C:17]4[CH:18]=[CH:19][CH:20]=3)=[O:50])[C@H:58]2[NH:65]1. The catalyst class is: 9. (5) Reactant: [Cl:1][C:2]1[C:8]([F:9])=[CH:7][C:5]([NH2:6])=[CH:4][C:3]=1[F:10].Cl[C:12]1[C:17]([N+:18]([O-:20])=[O:19])=[CH:16][CH:15]=[CH:14][N:13]=1.C(=O)([O-])[O-].[Cs+].[Cs+]. Product: [Cl:1][C:2]1[C:8]([F:9])=[CH:7][C:5]([NH:6][C:12]2[C:17]([N+:18]([O-:20])=[O:19])=[CH:16][CH:15]=[CH:14][N:13]=2)=[CH:4][C:3]=1[F:10]. The catalyst class is: 35. (6) Reactant: [NH2:1][C:2]1[C:3]([C:13]([NH:15][CH2:16][CH2:17][C:18]#[N:19])=[O:14])=[N:4][N:5]([CH:7]2[CH2:12][CH2:11][CH2:10][CH2:9][O:8]2)[CH:6]=1.[CH:20]1([C:25](O)=[O:26])[CH2:24][CH2:23][CH2:22][CH2:21]1.CCN=C=NCCCN(C)C.C1C=CC2N(O)N=NC=2C=1. Product: [C:18]([CH2:17][CH2:16][NH:15][C:13]([C:3]1[C:2]([NH:1][C:25]([CH:20]2[CH2:24][CH2:23][CH2:22][CH2:21]2)=[O:26])=[CH:6][N:5]([CH:7]2[CH2:12][CH2:11][CH2:10][CH2:9][O:8]2)[N:4]=1)=[O:14])#[N:19]. The catalyst class is: 18. (7) The catalyst class is: 10. Reactant: Cl[CH2:2][C:3]([NH:5][C:6]1[CH:26]=[CH:25][C:9]2[N:10]=[C:11]([NH:14][C@H:15]3[C:24]4[C:19](=[CH:20][CH:21]=[CH:22][CH:23]=4)[CH2:18][CH2:17][CH2:16]3)[O:12][CH2:13][C:8]=2[CH:7]=1)=[O:4].[NH2:27][CH2:28][C:29]([CH3:32])([OH:31])[CH3:30]. Product: [OH:31][C:29]([CH3:32])([CH3:30])[CH2:28][NH:27][CH2:2][C:3]([NH:5][C:6]1[CH:26]=[CH:25][C:9]2[N:10]=[C:11]([NH:14][C@H:15]3[C:24]4[C:19](=[CH:20][CH:21]=[CH:22][CH:23]=4)[CH2:18][CH2:17][CH2:16]3)[O:12][CH2:13][C:8]=2[CH:7]=1)=[O:4].